This data is from NCI-60 drug combinations with 297,098 pairs across 59 cell lines. The task is: Regression. Given two drug SMILES strings and cell line genomic features, predict the synergy score measuring deviation from expected non-interaction effect. (1) Drug 1: C1=C(C(=O)NC(=O)N1)F. Drug 2: C1CC(=O)NC(=O)C1N2C(=O)C3=CC=CC=C3C2=O. Cell line: MCF7. Synergy scores: CSS=30.8, Synergy_ZIP=10.4, Synergy_Bliss=7.42, Synergy_Loewe=2.86, Synergy_HSA=7.00. (2) Drug 1: C1CC(C1)(C(=O)O)C(=O)O.[NH2-].[NH2-].[Pt+2]. Drug 2: CC1CCC2CC(C(=CC=CC=CC(CC(C(=O)C(C(C(=CC(C(=O)CC(OC(=O)C3CCCCN3C(=O)C(=O)C1(O2)O)C(C)CC4CCC(C(C4)OC)O)C)C)O)OC)C)C)C)OC. Cell line: A549. Synergy scores: CSS=9.05, Synergy_ZIP=-4.52, Synergy_Bliss=-3.91, Synergy_Loewe=-4.35, Synergy_HSA=-4.33. (3) Drug 1: CS(=O)(=O)C1=CC(=C(C=C1)C(=O)NC2=CC(=C(C=C2)Cl)C3=CC=CC=N3)Cl. Drug 2: CCC1=C2CN3C(=CC4=C(C3=O)COC(=O)C4(CC)O)C2=NC5=C1C=C(C=C5)O. Cell line: NCI/ADR-RES. Synergy scores: CSS=18.2, Synergy_ZIP=-5.98, Synergy_Bliss=2.41, Synergy_Loewe=-6.71, Synergy_HSA=3.50. (4) Drug 1: CC1=CC2C(CCC3(C2CCC3(C(=O)C)OC(=O)C)C)C4(C1=CC(=O)CC4)C. Drug 2: C1=NC2=C(N=C(N=C2N1C3C(C(C(O3)CO)O)O)F)N. Cell line: HCC-2998. Synergy scores: CSS=7.33, Synergy_ZIP=-7.88, Synergy_Bliss=-15.3, Synergy_Loewe=-43.3, Synergy_HSA=-17.6. (5) Drug 1: CS(=O)(=O)OCCCCOS(=O)(=O)C. Drug 2: C1=NNC2=C1C(=O)NC=N2. Cell line: SNB-75. Synergy scores: CSS=11.4, Synergy_ZIP=-5.87, Synergy_Bliss=-4.30, Synergy_Loewe=-1.10, Synergy_HSA=-0.951. (6) Drug 1: C1CC(C1)(C2=CC=C(C=C2)C3=C(C=C4C(=N3)C=CN5C4=NNC5=O)C6=CC=CC=C6)N. Drug 2: C1CCC(C(C1)[NH-])[NH-].C(=O)(C(=O)[O-])[O-].[Pt+4]. Cell line: OVCAR3. Synergy scores: CSS=39.5, Synergy_ZIP=-8.22, Synergy_Bliss=-11.3, Synergy_Loewe=-23.8, Synergy_HSA=-4.87. (7) Drug 1: CC1C(C(CC(O1)OC2CC(OC(C2O)C)OC3=CC4=CC5=C(C(=O)C(C(C5)C(C(=O)C(C(C)O)O)OC)OC6CC(C(C(O6)C)O)OC7CC(C(C(O7)C)O)OC8CC(C(C(O8)C)O)(C)O)C(=C4C(=C3C)O)O)O)O. Drug 2: CC(C)NC(=O)C1=CC=C(C=C1)CNNC.Cl. Cell line: HCT-15. Synergy scores: CSS=50.7, Synergy_ZIP=-1.55, Synergy_Bliss=-1.32, Synergy_Loewe=-44.0, Synergy_HSA=-0.0358. (8) Drug 1: C1CC(C1)(C(=O)O)C(=O)O.[NH2-].[NH2-].[Pt+2]. Drug 2: CN1C(=O)N2C=NC(=C2N=N1)C(=O)N. Cell line: BT-549. Synergy scores: CSS=4.64, Synergy_ZIP=-2.17, Synergy_Bliss=-0.709, Synergy_Loewe=-4.85, Synergy_HSA=-1.78. (9) Drug 1: C(=O)(N)NO. Drug 2: C(CN)CNCCSP(=O)(O)O. Cell line: PC-3. Synergy scores: CSS=7.98, Synergy_ZIP=-5.87, Synergy_Bliss=-4.07, Synergy_Loewe=-4.76, Synergy_HSA=-2.54. (10) Drug 1: CN(C)N=NC1=C(NC=N1)C(=O)N. Drug 2: CCC1(CC2CC(C3=C(CCN(C2)C1)C4=CC=CC=C4N3)(C5=C(C=C6C(=C5)C78CCN9C7C(C=CC9)(C(C(C8N6C)(C(=O)OC)O)OC(=O)C)CC)OC)C(=O)OC)O.OS(=O)(=O)O. Cell line: HCT-15. Synergy scores: CSS=5.63, Synergy_ZIP=-1.67, Synergy_Bliss=-2.52, Synergy_Loewe=-7.00, Synergy_HSA=-4.18.